Dataset: Reaction yield outcomes from USPTO patents with 853,638 reactions. Task: Predict the reaction yield, written as a fraction of the theoretical maximum amount of product (1.0 means a 100% yield; for example, 0.34 means a 34% yield). The reactants are C([O:3][C:4]([C:6]1[C:7]([CH3:25])=[N:8][C:9]([NH:13][CH2:14][CH2:15][CH2:16][C:17]2[CH:22]=[C:21]([OH:23])[CH:20]=[CH:19][C:18]=2[CH3:24])=[N:10][C:11]=1[CH3:12])=[O:5])C.O.[OH-].[Li+]. The catalyst is O1CCOCC1.O. The product is [CH3:24][C:18]1[CH:19]=[CH:20][C:21]([OH:23])=[CH:22][C:17]=1[CH2:16][CH2:15][CH2:14][NH:13][C:9]1[N:8]=[C:7]([CH3:25])[C:6]([C:4]([OH:5])=[O:3])=[C:11]([CH3:12])[N:10]=1. The yield is 0.910.